Dataset: Full USPTO retrosynthesis dataset with 1.9M reactions from patents (1976-2016). Task: Predict the reactants needed to synthesize the given product. Given the product [CH2:1]([O:8][C:9]1[CH:14]=[CH:13][N:12]([C:17]2[CH:18]=[CH:19][C:20]3[N:24]=[C:23]([CH:25]4[CH2:26][CH2:27]4)[N:22]([CH3:28])[C:21]=3[CH:29]=2)[C:11](=[O:15])[CH:10]=1)[C:2]1[CH:3]=[CH:4][CH:5]=[CH:6][CH:7]=1, predict the reactants needed to synthesize it. The reactants are: [CH2:1]([O:8][C:9]1[CH:14]=[CH:13][NH:12][C:11](=[O:15])[CH:10]=1)[C:2]1[CH:7]=[CH:6][CH:5]=[CH:4][CH:3]=1.Br[C:17]1[CH:18]=[CH:19][C:20]2[N:24]=[C:23]([CH:25]3[CH2:27][CH2:26]3)[N:22]([CH3:28])[C:21]=2[CH:29]=1.C(=O)([O-])[O-].[K+].[K+].CNCCNC.N.